This data is from Full USPTO retrosynthesis dataset with 1.9M reactions from patents (1976-2016). The task is: Predict the reactants needed to synthesize the given product. (1) Given the product [C:1]([N:5]1[CH2:15][CH2:14][C:8](=[O:9])[CH2:7][CH2:6]1)([CH3:4])([CH3:3])[CH3:2], predict the reactants needed to synthesize it. The reactants are: [C:1]([NH:5][CH2:6][CH2:7][C:8](N(OC)C)=[O:9])([CH3:4])([CH3:3])[CH3:2].[CH:14]([Mg]Br)=[CH2:15]. (2) Given the product [C:33]([O:32][C:30]([NH:1][C:2]1[CH:19]=[CH:18][C:5]([O:6][CH2:7][C:8]2[CH:17]=[CH:16][CH:15]=[CH:14][C:9]=2[C:10]([O:12][CH3:13])=[O:11])=[CH:4][C:3]=1[N+:20]([O-:22])=[O:21])=[O:31])([CH3:36])([CH3:35])[CH3:34], predict the reactants needed to synthesize it. The reactants are: [NH2:1][C:2]1[CH:19]=[CH:18][C:5]([O:6][CH2:7][C:8]2[CH:17]=[CH:16][CH:15]=[CH:14][C:9]=2[C:10]([O:12][CH3:13])=[O:11])=[CH:4][C:3]=1[N+:20]([O-:22])=[O:21].O1CCCC1.[H-].[Na+].[C:30](O[C:30]([O:32][C:33]([CH3:36])([CH3:35])[CH3:34])=[O:31])([O:32][C:33]([CH3:36])([CH3:35])[CH3:34])=[O:31]. (3) Given the product [OH:9][C@@H:8]([C:10]1[N:11]=[CH:12][C:13]([NH:16][C:17](=[O:22])[C:18]([CH3:20])([CH3:19])[CH3:21])=[N:14][CH:15]=1)[CH2:7][O:6][CH2:5][O:4][CH3:3], predict the reactants needed to synthesize it. The reactants are: O=O.[CH3:3][O:4][CH2:5][O:6][CH2:7][C:8]([C:10]1[N:11]=[CH:12][C:13]([NH:16][C:17](=[O:22])[C:18]([CH3:21])([CH3:20])[CH3:19])=[N:14][CH:15]=1)=[O:9].C(O)[C@H](O)[C@H]1OC(=O)C(O)=C1O.C(O)C(F)(F)F.[H][H]. (4) Given the product [F:36][C:37]([F:42])([F:41])[C:38]([OH:40])=[O:39].[Cl:26][C:22]1[CH:21]=[C:20]2[NH:19][C:18](=[O:27])[C:10]3([CH:9]([C:28]4[CH:33]=[C:32]([F:34])[CH:31]=[C:30]([Cl:35])[CH:29]=4)[CH:8]([C:6]([OH:7])=[O:5])[NH:12][CH:11]3[CH2:13][C:14]([CH3:16])([CH3:15])[CH3:17])[C:25]2=[CH:24][CH:23]=1, predict the reactants needed to synthesize it. The reactants are: C([O:5][C:6]([CH:8]1[NH:12][CH:11]([CH2:13][C:14]([CH3:17])([CH3:16])[CH3:15])[C:10]2([C:25]3[C:20](=[CH:21][C:22]([Cl:26])=[CH:23][CH:24]=3)[NH:19][C:18]2=[O:27])[CH:9]1[C:28]1[CH:33]=[C:32]([F:34])[CH:31]=[C:30]([Cl:35])[CH:29]=1)=[O:7])(C)(C)C.[F:36][C:37]([F:42])([F:41])[C:38]([OH:40])=[O:39]. (5) Given the product [CH2:1]([O:5][C:6]1[C:11]([CH2:12][CH:13]=[CH2:14])=[CH:10][CH:9]=[CH:8][C:7]=1[NH2:15])[C:2]#[C:3][CH3:4], predict the reactants needed to synthesize it. The reactants are: [CH2:1]([O:5][C:6]1[C:11]([CH2:12][CH:13]=[CH2:14])=[CH:10][CH:9]=[CH:8][C:7]=1[N+:15]([O-])=O)[C:2]#[C:3][CH3:4]. (6) Given the product [CH2:30]([O:29][C:16]1[CH:17]=[C:18]([O:21][CH2:22][C:23]2[CH:28]=[CH:27][CH:26]=[CH:25][CH:24]=2)[CH:19]=[CH:20][C:15]=1[C:14]([NH:13][C:10]1[CH:11]=[CH:12][C:7]([NH:6][C:43]2[N:45]=[C:46]([Cl:47])[N:39]=[C:40]([Cl:41])[N:42]=2)=[CH:8][C:9]=1[OH:38])=[O:37])[C:31]1[CH:36]=[CH:35][CH:34]=[CH:33][CH:32]=1, predict the reactants needed to synthesize it. The reactants are: C([O-])(O)=O.[Na+].[NH2:6][C:7]1[CH:12]=[CH:11][C:10]([NH:13][C:14](=[O:37])[C:15]2[CH:20]=[CH:19][C:18]([O:21][CH2:22][C:23]3[CH:28]=[CH:27][CH:26]=[CH:25][CH:24]=3)=[CH:17][C:16]=2[O:29][CH2:30][C:31]2[CH:36]=[CH:35][CH:34]=[CH:33][CH:32]=2)=[C:9]([OH:38])[CH:8]=1.[N:39]1[C:46]([Cl:47])=[N:45][C:43](Cl)=[N:42][C:40]=1[Cl:41].